This data is from Full USPTO retrosynthesis dataset with 1.9M reactions from patents (1976-2016). The task is: Predict the reactants needed to synthesize the given product. The reactants are: [F:1][C:2]([F:7])([F:6])[C:3]([OH:5])=[O:4].NC1C(C2N(CC)C3C(C(N4CCC(N)C4)=O)=CN=C(C4C=CC(O)=CC=4)C=3N=2)=NON=1.[NH2:40][CH:41]1[CH2:45][CH2:44][N:43]([C:46]([C:48]2[C:49]3[N:65]([CH2:66][CH3:67])[C:64]([C:68]4[C:69]([NH2:73])=[N:70][O:71][N:72]=4)=[N:63][C:50]=3[C:51]([C:54]3[CH:59]=[C:58]([Cl:60])[CH:57]=[CH:56][C:55]=3[O:61]C)=[N:52][CH:53]=2)=[O:47])[CH2:42]1. Given the product [F:1][C:2]([F:7])([F:6])[C:3]([OH:5])=[O:4].[NH2:73][C:69]1[C:68]([C:64]2[N:65]([CH2:66][CH3:67])[C:49]3[C:48]([C:46]([N:43]4[CH2:44][CH2:45][CH:41]([NH2:40])[CH2:42]4)=[O:47])=[CH:53][N:52]=[C:51]([C:54]4[CH:59]=[C:58]([Cl:60])[CH:57]=[CH:56][C:55]=4[OH:61])[C:50]=3[N:63]=2)=[N:72][O:71][N:70]=1, predict the reactants needed to synthesize it.